This data is from Reaction yield outcomes from USPTO patents with 853,638 reactions. The task is: Predict the reaction yield, written as a fraction of the theoretical maximum amount of product (1.0 means a 100% yield; for example, 0.34 means a 34% yield). (1) The reactants are [NH2:1][C:2]1[N:7]=[C:6]([NH:8][C:9](=[O:15])[O:10][C:11]([CH3:14])([CH3:13])[CH3:12])[CH:5]=[CH:4][CH:3]=1.[CH:16](=O)[CH3:17]. The catalyst is ClC(Cl)C. The product is [CH2:16]([NH:1][C:2]1[N:7]=[C:6]([NH:8][C:9](=[O:15])[O:10][C:11]([CH3:12])([CH3:14])[CH3:13])[CH:5]=[CH:4][CH:3]=1)[CH3:17]. The yield is 0.420. (2) The reactants are Br[C:2]1[CH:28]=[CH:27][C:5]2[N:6]([C:9]3[S:13][C:12]([C:14]([NH2:16])=[O:15])=[C:11]([O:17][C@@H:18]([C:20]4[CH:25]=[CH:24][CH:23]=[CH:22][C:21]=4[Cl:26])[CH3:19])[CH:10]=3)[CH:7]=[N:8][C:4]=2[CH:3]=1.[B:29]1([B:29]2[O:33][C:32]([CH3:35])([CH3:34])[C:31]([CH3:37])([CH3:36])[O:30]2)[O:33][C:32]([CH3:35])([CH3:34])[C:31]([CH3:37])([CH3:36])[O:30]1.C([O-])(=O)C.[K+]. The catalyst is CN(C)C=O.C(OCC)(=O)C.Cl[Pd](Cl)([P](C1C=CC=CC=1)(C1C=CC=CC=1)C1C=CC=CC=1)[P](C1C=CC=CC=1)(C1C=CC=CC=1)C1C=CC=CC=1. The yield is 0.500. The product is [Cl:26][C:21]1[CH:22]=[CH:23][CH:24]=[CH:25][C:20]=1[C@H:18]([O:17][C:11]1[CH:10]=[C:9]([N:6]2[C:5]3[CH:27]=[CH:28][C:2]([B:29]4[O:33][C:32]([CH3:35])([CH3:34])[C:31]([CH3:37])([CH3:36])[O:30]4)=[CH:3][C:4]=3[N:8]=[CH:7]2)[S:13][C:12]=1[C:14]([NH2:16])=[O:15])[CH3:19]. (3) The reactants are [F:1][C:2]1[CH:3]=[C:4]([CH:40]=[CH:41][CH:42]=1)[CH2:5][N:6]1[CH:10]=[C:9]([C:11]2[C:19]3[C:14](=[N:15][CH:16]=[C:17]([C:20]4[CH:21]=[C:22]([N:26]5[CH2:31][CH2:30][N:29](C(OC(C)(C)C)=O)[CH2:28][CH2:27]5)[CH:23]=[CH:24][CH:25]=4)[CH:18]=3)[NH:13][CH:12]=2)[C:8]([CH3:39])=[N:7]1.Cl. The catalyst is CO. The product is [F:1][C:2]1[CH:3]=[C:4]([CH:40]=[CH:41][CH:42]=1)[CH2:5][N:6]1[CH:10]=[C:9]([C:11]2[C:19]3[C:14](=[N:15][CH:16]=[C:17]([C:20]4[CH:25]=[CH:24][CH:23]=[C:22]([N:26]5[CH2:31][CH2:30][NH:29][CH2:28][CH2:27]5)[CH:21]=4)[CH:18]=3)[NH:13][CH:12]=2)[C:8]([CH3:39])=[N:7]1. The yield is 0.271. (4) The reactants are [C:1]([O:4][CH2:5][CH2:6][S:7]([O-:10])(=O)=[O:8])(=[O:3])[CH3:2].[Na+].S(Cl)([Cl:14])=O. No catalyst specified. The product is [C:1]([O:4][CH2:5][CH2:6][S:7]([Cl:14])(=[O:10])=[O:8])(=[O:3])[CH3:2]. The yield is 0.640. (5) The reactants are C([O:4][CH2:5][C:6]([CH3:47])([CH3:46])[CH2:7][N:8]1[C:14]2[CH:15]=[CH:16][C:17]([Cl:19])=[CH:18][C:13]=2[C@@H:12]([C:20]2[CH:25]=[CH:24][CH:23]=[C:22]([O:26][CH3:27])[C:21]=2[O:28][CH3:29])[O:11][C@H:10]([CH2:30][C:31]([NH:33][C:34]2[CH:44]=[CH:43][C:37]([C:38]([O:40]CC)=[O:39])=[CH:36][CH:35]=2)=[O:32])[C:9]1=[O:45])(=O)C.[OH-].[Na+].C(O)C. The catalyst is O. The product is [Cl:19][C:17]1[CH:16]=[CH:15][C:14]2[N:8]([CH2:7][C:6]([CH3:47])([CH3:46])[CH2:5][OH:4])[C:9](=[O:45])[C@@H:10]([CH2:30][C:31]([NH:33][C:34]3[CH:44]=[CH:43][C:37]([C:38]([OH:40])=[O:39])=[CH:36][CH:35]=3)=[O:32])[O:11][C@H:12]([C:20]3[CH:25]=[CH:24][CH:23]=[C:22]([O:26][CH3:27])[C:21]=3[O:28][CH3:29])[C:13]=2[CH:18]=1. The yield is 0.210.